Dataset: Full USPTO retrosynthesis dataset with 1.9M reactions from patents (1976-2016). Task: Predict the reactants needed to synthesize the given product. Given the product [CH3:37][S:38]([O:25][CH2:24][C:17]1[C:18]2[C:23](=[CH:22][CH:21]=[CH:20][CH:19]=2)[C:14]([C:12]2[CH2:13][C:9]([C:4]3[CH:5]=[C:6]([Cl:8])[CH:7]=[C:2]([Cl:1])[CH:3]=3)([C:26]([F:28])([F:29])[F:27])[CH2:10][N:11]=2)=[CH:15][CH:16]=1)(=[O:40])=[O:39], predict the reactants needed to synthesize it. The reactants are: [Cl:1][C:2]1[CH:3]=[C:4]([C:9]2([C:26]([F:29])([F:28])[F:27])[CH2:13][C:12]([C:14]3[C:23]4[C:18](=[CH:19][CH:20]=[CH:21][CH:22]=4)[C:17]([CH2:24][OH:25])=[CH:16][CH:15]=3)=[N:11][CH2:10]2)[CH:5]=[C:6]([Cl:8])[CH:7]=1.C(N(CC)CC)C.[CH3:37][S:38](Cl)(=[O:40])=[O:39].O.